Dataset: Full USPTO retrosynthesis dataset with 1.9M reactions from patents (1976-2016). Task: Predict the reactants needed to synthesize the given product. (1) Given the product [OH:2][C:3]1[CH:4]=[C:5]([CH:9]=[C:10]([CH3:14])[C:11]=1[OH:12])[C:6]([OH:8])=[O:7], predict the reactants needed to synthesize it. The reactants are: C[O:2][C:3]1[CH:4]=[C:5]([CH:9]=[C:10]([CH3:14])[C:11]=1[O:12]C)[C:6]([OH:8])=[O:7].Cl.N1C=CC=CC=1.C(O)(=O)CC(CC(O)=O)(C(O)=O)O. (2) Given the product [F:18][C:17]1[C:16]([O:19][CH3:20])=[CH:15][C:14]([O:21][CH3:22])=[C:13]([F:23])[C:12]=1[N:7]1[C:6](=[O:24])[C:5]2([CH2:26][CH2:25]2)[C:4]2[C:9](=[CH:10][N:11]=[C:2]([C:30]#[N:31])[CH:3]=2)[CH2:8]1, predict the reactants needed to synthesize it. The reactants are: Cl[C:2]1[CH:3]=[C:4]2[C:9](=[CH:10][N:11]=1)[CH2:8][N:7]([C:12]1[C:17]([F:18])=[C:16]([O:19][CH3:20])[CH:15]=[C:14]([O:21][CH3:22])[C:13]=1[F:23])[C:6](=[O:24])[C:5]12[CH2:26][CH2:25]1.ClCCl.[CH3:30][N:31](C)C=O.